From a dataset of Catalyst prediction with 721,799 reactions and 888 catalyst types from USPTO. Predict which catalyst facilitates the given reaction. (1) Reactant: [NH:1]1[C:9]2[C:4](=[CH:5][C:6]([C:10]#[N:11])=[CH:7][CH:8]=2)[CH:3]=[N:2]1.FC1C=CC(C#N)=CC=1.[Br:21]N1C(=O)CCC1=O. Product: [Br:21][C:3]1[C:4]2[C:9](=[CH:8][CH:7]=[C:6]([C:10]#[N:11])[CH:5]=2)[NH:1][N:2]=1. The catalyst class is: 9. (2) Reactant: Cl[C:2]1[CH:7]=[C:6]([C:8]2[CH:13]=[CH:12][CH:11]=[CH:10][CH:9]=2)[N:5]=[C:4]([NH:14][CH:15]2[CH2:20][CH2:19][CH:18]([OH:21])[CH2:17][CH2:16]2)[N:3]=1.[Cl:22][C:23]1[CH:24]=[C:25]([CH:27]=[CH:28][C:29]=1[O:30][CH3:31])[NH2:26]. Product: [Cl:22][C:23]1[CH:24]=[C:25]([NH:26][C:2]2[CH:7]=[C:6]([C:8]3[CH:13]=[CH:12][CH:11]=[CH:10][CH:9]=3)[N:5]=[C:4]([NH:14][CH:15]3[CH2:20][CH2:19][CH:18]([OH:21])[CH2:17][CH2:16]3)[N:3]=2)[CH:27]=[CH:28][C:29]=1[O:30][CH3:31]. The catalyst class is: 51. (3) Reactant: [H-].C([Al+]CC(C)C)C(C)C.C[O:12][C:13]([C:15]1[CH:16]=[CH:17][C:18]2[N:19]([C:21]([C:24]3[CH:29]=[C:28]([CH:30]([CH3:32])[CH3:31])[CH:27]=[C:26]([CH:33]([CH3:35])[CH3:34])[C:25]=3[O:36][CH2:37][CH3:38])=[CH:22][N:23]=2)[CH:20]=1)=O. Product: [CH2:37]([O:36][C:25]1[C:26]([CH:33]([CH3:34])[CH3:35])=[CH:27][C:28]([CH:30]([CH3:32])[CH3:31])=[CH:29][C:24]=1[C:21]1[N:19]2[CH:20]=[C:15]([CH2:13][OH:12])[CH:16]=[CH:17][C:18]2=[N:23][CH:22]=1)[CH3:38]. The catalyst class is: 4. (4) Reactant: [Cl:1][C:2]1[CH:7]=[C:6]([F:8])[CH:5]=[CH:4][C:3]=1[S:9]([NH:12][C@@H:13]([C:25](O)=[O:26])[CH2:14][CH2:15][CH2:16][NH:17][C:18]([O:20][C:21]([CH3:24])([CH3:23])[CH3:22])=[O:19])(=[O:11])=[O:10]. Product: [Cl:1][C:2]1[CH:7]=[C:6]([F:8])[CH:5]=[CH:4][C:3]=1[S:9]([NH:12][C@@H:13]([CH2:25][OH:26])[CH2:14][CH2:15][CH2:16][NH:17][C:18](=[O:19])[O:20][C:21]([CH3:23])([CH3:24])[CH3:22])(=[O:10])=[O:11]. The catalyst class is: 49. (5) Product: [CH3:18][C:16]1[CH:15]=[CH:14][C:12]2[N:13]=[C:8]([NH:5][CH2:4][CH2:3][N:2]([CH3:6])[CH3:1])[N:9]=[N+:10]([O-:19])[C:11]=2[CH:17]=1. The catalyst class is: 57. Reactant: [CH3:1][N:2]([CH3:6])[CH2:3][CH2:4][NH2:5].Cl[C:8]1[N:9]=[N+:10]([O-:19])[C:11]2[CH:17]=[C:16]([CH3:18])[CH:15]=[CH:14][C:12]=2[N:13]=1. (6) Reactant: C(=O)([O-])[O-].[Cs+].[Cs+].[CH2:7]([C:10]1[S:11][C:12]2[C:21]3[CH:20]=[CH:19][C:18]([OH:22])=[CH:17][C:16]=3[N:15]=[CH:14][C:13]=2[N:23]=1)[CH2:8][CH3:9].Br[CH2:25][C:26]([N:28]1[CH2:33][CH2:32][O:31][CH2:30][CH2:29]1)=[O:27]. Product: [N:28]1([C:26](=[O:27])[CH2:25][O:22][C:18]2[CH:19]=[CH:20][C:21]3[C:12]4[S:11][C:10]([CH2:7][CH2:8][CH3:9])=[N:23][C:13]=4[CH:14]=[N:15][C:16]=3[CH:17]=2)[CH2:33][CH2:32][O:31][CH2:30][CH2:29]1. The catalyst class is: 3. (7) Reactant: [CH3:1][C:2]1[CH:7]=[CH:6][C:5]([NH:8]C(=O)OC(C)(C)C)=[CH:4][C:3]=1[NH:16][C:17]1[N:21]([C:22]2[CH:27]=[C:26]([NH:28][CH3:29])[N:25]=[CH:24][N:23]=2)[N:20]=[C:19]([CH3:30])[CH:18]=1.C(Cl)Cl. Product: [CH3:1][C:2]1[C:3]([NH:16][C:17]2[N:21]([C:22]3[CH:27]=[C:26]([NH:28][CH3:29])[N:25]=[CH:24][N:23]=3)[N:20]=[C:19]([CH3:30])[CH:18]=2)=[CH:4][C:5]([NH2:8])=[CH:6][CH:7]=1. The catalyst class is: 67.